This data is from Full USPTO retrosynthesis dataset with 1.9M reactions from patents (1976-2016). The task is: Predict the reactants needed to synthesize the given product. (1) Given the product [CH3:7][N:4]1[CH:5]=[CH:6][C:2]([C:16]([OH:18])([C:15]#[C:14][Si:13]([CH3:20])([CH3:19])[CH3:12])[CH3:17])=[N:3]1, predict the reactants needed to synthesize it. The reactants are: I[C:2]1[CH:6]=[CH:5][N:4]([CH3:7])[N:3]=1.C([Mg]Br)C.[CH3:12][Si:13]([CH3:20])([CH3:19])[C:14]#[C:15][C:16](=[O:18])[CH3:17].[Cl-].[NH4+]. (2) Given the product [CH3:22][O:23][C:24](=[O:36])[CH2:25][O:26][C:27]1[CH:32]=[CH:31][C:30]([N:33]([CH2:2][C:3]2[C:4]([CH:19]3[CH2:21][CH2:20]3)=[N:5][C:6]([C:9]3[CH:14]=[CH:13][C:12]([C:15]([F:18])([F:17])[F:16])=[CH:11][CH:10]=3)=[N:7][CH:8]=2)[CH3:34])=[CH:29][C:28]=1[CH3:35], predict the reactants needed to synthesize it. The reactants are: Cl[CH2:2][C:3]1[C:4]([CH:19]2[CH2:21][CH2:20]2)=[N:5][C:6]([C:9]2[CH:14]=[CH:13][C:12]([C:15]([F:18])([F:17])[F:16])=[CH:11][CH:10]=2)=[N:7][CH:8]=1.[CH3:22][O:23][C:24](=[O:36])[CH2:25][O:26][C:27]1[CH:32]=[CH:31][C:30]([NH:33][CH3:34])=[CH:29][C:28]=1[CH3:35].C(=O)([O-])[O-].[K+].[K+].[I-].[Na+]. (3) Given the product [F:1][C:2]([F:26])([F:27])[C:3]1[CH:4]=[C:5]([NH:9][C:10](=[O:25])[C:11](=[CH:37][C:34]2[CH:35]=[CH:36][C:29]3[O:28][CH2:32][CH2:31][C:30]=3[CH:33]=2)[C:12]([NH:14][C:15]2[CH:20]=[CH:19][CH:18]=[C:17]([C:21]([F:24])([F:23])[F:22])[CH:16]=2)=[O:13])[CH:6]=[CH:7][CH:8]=1, predict the reactants needed to synthesize it. The reactants are: [F:1][C:2]([F:27])([F:26])[C:3]1[CH:4]=[C:5]([NH:9][C:10](=[O:25])[CH2:11][C:12]([NH:14][C:15]2[CH:20]=[CH:19][CH:18]=[C:17]([C:21]([F:24])([F:23])[F:22])[CH:16]=2)=[O:13])[CH:6]=[CH:7][CH:8]=1.[O:28]1[CH2:32][CH2:31][C:30]2[CH:33]=[C:34]([CH:37]=O)[CH:35]=[CH:36][C:29]1=2. (4) The reactants are: FC1C=CC([C:8]2[C:9]([NH2:37])=[N:10][CH:11]=[N:12][C:13]=2[N:14]2[CH2:19][CH2:18][CH:17]([C:20]3[N:21]([CH3:36])[CH:22]=[C:23]([C:25]4[CH:30]=[CH:29][C:28]([F:31])=[C:27]([C:32]([F:35])([F:34])[F:33])[CH:26]=4)[N:24]=3)[CH2:16][CH2:15]2)=CC=1.[O:38]1[CH2:43][CH2:42][N:41]([C:44]2[N:49]=[CH:48][C:47](B(O)O)=[CH:46][CH:45]=2)[CH2:40][CH2:39]1. Given the product [F:31][C:28]1[CH:29]=[CH:30][C:25]([C:23]2[N:24]=[C:20]([CH:17]3[CH2:16][CH2:15][N:14]([C:13]4[N:12]=[CH:11][N:10]=[C:9]([NH2:37])[C:8]=4[C:47]4[CH:48]=[N:49][C:44]([N:41]5[CH2:42][CH2:43][O:38][CH2:39][CH2:40]5)=[CH:45][CH:46]=4)[CH2:19][CH2:18]3)[N:21]([CH3:36])[CH:22]=2)=[CH:26][C:27]=1[C:32]([F:34])([F:33])[F:35], predict the reactants needed to synthesize it. (5) Given the product [CH:13]1([O:19][C:2]2[N:3]=[CH:4][C:5]([C:6]([OH:8])=[O:7])=[CH:9][CH:10]=2)[CH2:18][CH2:17][CH2:16][CH2:15][CH2:14]1, predict the reactants needed to synthesize it. The reactants are: Cl[C:2]1[CH:10]=[CH:9][C:5]([C:6]([OH:8])=[O:7])=[CH:4][N:3]=1.[OH-].[K+].[CH:13]1([OH:19])[CH2:18][CH2:17][CH2:16][CH2:15][CH2:14]1.Cl. (6) Given the product [Cl:20][C:17]1[CH:18]=[CH:19][C:14]([CH:7]([NH:6][C:4]([CH2:3][NH:2][C:29]([C:27]2[S:28][C:24]([N+:21]([O-:23])=[O:22])=[CH:25][CH:26]=2)=[O:30])=[O:5])[C:8]2[CH:13]=[CH:12][CH:11]=[CH:10][CH:9]=2)=[CH:15][CH:16]=1, predict the reactants needed to synthesize it. The reactants are: Cl.[NH2:2][CH2:3][C:4]([NH:6][CH:7]([C:14]1[CH:19]=[CH:18][C:17]([Cl:20])=[CH:16][CH:15]=1)[C:8]1[CH:13]=[CH:12][CH:11]=[CH:10][CH:9]=1)=[O:5].[N+:21]([C:24]1[S:28][C:27]([C:29](O)=[O:30])=[CH:26][CH:25]=1)([O-:23])=[O:22]. (7) Given the product [CH3:7][N:6]1[CH:5]=[N:4][C:3]2[C:2]1=[N:1][C:17]([C:12]1[CH:13]=[CH:14][CH:15]=[CH:16][N:11]=1)=[N:10][C:8]=2[OH:9], predict the reactants needed to synthesize it. The reactants are: [NH2:1][C:2]1[N:6]([CH3:7])[CH:5]=[N:4][C:3]=1[C:8]([NH2:10])=[O:9].[N:11]1[CH:16]=[CH:15][CH:14]=[CH:13][C:12]=1[C:17](O)=O.C(N(CC)CC)C.Cl.